From a dataset of Forward reaction prediction with 1.9M reactions from USPTO patents (1976-2016). Predict the product of the given reaction. (1) The product is: [CH3:36][C@H:37]1[CH2:42][CH2:41][CH2:40][N:39]([CH2:8][CH2:9][CH2:10][O:11][C:12]2[CH:17]=[CH:16][C:15]([C:18]3[CH:23]=[CH:22][N+:21]([O-:24])=[CH:20][CH:19]=3)=[CH:14][CH:13]=2)[CH2:38]1. Given the reactants C(=O)([O-])[O-].[K+].[K+].Cl[CH2:8][CH2:9][CH2:10][O:11][C:12]1[CH:17]=[CH:16][C:15]([C:18]2[CH:23]=[CH:22][N+:21]([O-:24])=[CH:20][CH:19]=2)=[CH:14][CH:13]=1.C(O)(=O)C(C1C=CC=CC=1)O.[CH3:36][C@H:37]1[CH2:42][CH2:41][CH2:40][NH:39][CH2:38]1.C([O-])(=O)C([O-])=O.C(O)(=O)C(O)=O, predict the reaction product. (2) Given the reactants [CH2:1]([C:3]1[C:8](=[O:9])[N:7]2[N:10]=[CH:11][C:12]([C:13]#N)=[C:6]2[NH:5][C:4]=1[CH3:15])[CH3:2].[OH2:16], predict the reaction product. The product is: [CH2:1]([C:3]1[C:8](=[O:9])[N:7]2[N:10]=[CH:11][C:12]([CH:13]=[O:16])=[C:6]2[NH:5][C:4]=1[CH3:15])[CH3:2]. (3) Given the reactants [C:1]1([C@H:7]2[CH2:12][CH2:11][C@H:10]([NH2:13])[CH2:9][CH2:8]2)[CH:6]=[CH:5][CH:4]=[CH:3][CH:2]=1.[Cl:14][C:15]1[CH:20]=[CH:19][C:18]([N:21]=[C:22]=[O:23])=[CH:17][CH:16]=1, predict the reaction product. The product is: [Cl:14][C:15]1[CH:20]=[CH:19][C:18]([NH:21][C:22]([NH:13][C@H:10]2[CH2:9][CH2:8][C@H:7]([C:1]3[CH:6]=[CH:5][CH:4]=[CH:3][CH:2]=3)[CH2:12][CH2:11]2)=[O:23])=[CH:17][CH:16]=1. (4) Given the reactants Cl[C:2]([C:4]1[CH:5]=[C:6]([CH:42]=[CH:43][C:44]=1[CH3:45])[CH2:7][O:8][CH:9]1[CH:14]([C:15]2[CH:20]=[CH:19][C:18]([O:21][CH2:22][CH2:23][CH2:24][O:25][CH2:26][C:27]3[CH:32]=[CH:31][CH:30]=[CH:29][C:28]=3[O:33][CH3:34])=[CH:17][CH:16]=2)[CH2:13][CH2:12][N:11]([C:35]([O:37][C:38]([CH3:41])([CH3:40])[CH3:39])=[O:36])[CH2:10]1)=[O:3].[CH3:46][O:47][CH2:48][CH2:49][NH:50][CH3:51], predict the reaction product. The product is: [CH3:34][O:33][C:28]1[CH:29]=[CH:30][CH:31]=[CH:32][C:27]=1[CH2:26][O:25][CH2:24][CH2:23][CH2:22][O:21][C:18]1[CH:19]=[CH:20][C:15]([CH:14]2[CH2:13][CH2:12][N:11]([C:35]([O:37][C:38]([CH3:41])([CH3:40])[CH3:39])=[O:36])[CH2:10][CH:9]2[O:8][CH2:7][C:6]2[CH:42]=[CH:43][C:44]([CH3:45])=[C:4]([C:2](=[O:3])[N:50]([CH2:49][CH2:48][O:47][CH3:46])[CH3:51])[CH:5]=2)=[CH:16][CH:17]=1.